This data is from Reaction yield outcomes from USPTO patents with 853,638 reactions. The task is: Predict the reaction yield, written as a fraction of the theoretical maximum amount of product (1.0 means a 100% yield; for example, 0.34 means a 34% yield). (1) The reactants are [CH2:1]1[C:9]2[C:4](=[CH:5][C:6]([CH:10]([NH2:12])[CH3:11])=[CH:7][CH:8]=2)[CH2:3][CH2:2]1.[F:13][C:14]([F:24])([F:23])[C:15]1[N:20]=[CH:19][C:18]([CH:21]=O)=[CH:17][CH:16]=1.C(O[BH-](OC(=O)C)OC(=O)C)(=O)C.[Na+].C(O)(=O)C. No catalyst specified. The product is [CH2:1]1[C:9]2[C:4](=[CH:5][C:6]([CH:10]([NH:12][CH2:21][C:18]3[CH:19]=[N:20][C:15]([C:14]([F:24])([F:13])[F:23])=[CH:16][CH:17]=3)[CH3:11])=[CH:7][CH:8]=2)[CH2:3][CH2:2]1. The yield is 0.180. (2) The reactants are [CH2:1]([O:4][N:5]1[C:11](=[O:12])[N:10]2[CH2:13][C@H:6]1[C:7]([CH3:17])=[CH:8][C@@H:9]2[C:14]([OH:16])=O)[CH:2]=[CH2:3].[NH2:18][CH2:19][C:20]1[N:21]([O:37][CH:38]([C:45]2[CH:50]=[CH:49][CH:48]=[CH:47][CH:46]=2)[C:39]2[CH:44]=[CH:43][CH:42]=[CH:41][CH:40]=2)[CH:22]=[C:23]([O:27][CH2:28][C:29]2[CH:34]=[CH:33][C:32]([O:35][CH3:36])=[CH:31][CH:30]=2)[C:24](=[O:26])[CH:25]=1.F[P-](F)(F)(F)(F)F.N1(OC(N(C)C)=[N+](C)C)C2N=CC=CC=2N=N1.C(N(CC)C(C)C)(C)C. The catalyst is CN(C=O)C.C(OCC)(=O)C. The product is [CH2:1]([O:4][N:5]1[C:11](=[O:12])[N:10]2[CH2:13][C@H:6]1[C:7]([CH3:17])=[CH:8][C@H:9]2[C:14]([NH:18][CH2:19][C:20]1[N:21]([O:37][CH:38]([C:39]2[CH:40]=[CH:41][CH:42]=[CH:43][CH:44]=2)[C:45]2[CH:46]=[CH:47][CH:48]=[CH:49][CH:50]=2)[CH:22]=[C:23]([O:27][CH2:28][C:29]2[CH:30]=[CH:31][C:32]([O:35][CH3:36])=[CH:33][CH:34]=2)[C:24](=[O:26])[CH:25]=1)=[O:16])[CH:2]=[CH2:3]. The yield is 0.470. (3) The reactants are Cl[C:2]1[C:3]([CH3:22])=[N:4][C:5]2[C:10]([N:11]=1)=[C:9]([C:12]1[NH:20][C:19]3[CH2:18][CH2:17][NH:16][C:15](=[O:21])[C:14]=3[CH:13]=1)[CH:8]=[CH:7][CH:6]=2.C([Sn](CCCC)(CCCC)[C:28]1[CH:33]=[CH:32][CH:31]=[CH:30][N:29]=1)CCC.[F-].[Cs+].CO.C(Cl)Cl. The catalyst is O1CCOCC1.CN(C=O)C.[Cu]I.C1C=CC([P]([Pd]([P](C2C=CC=CC=2)(C2C=CC=CC=2)C2C=CC=CC=2)([P](C2C=CC=CC=2)(C2C=CC=CC=2)C2C=CC=CC=2)[P](C2C=CC=CC=2)(C2C=CC=CC=2)C2C=CC=CC=2)(C2C=CC=CC=2)C2C=CC=CC=2)=CC=1. The product is [CH3:22][C:3]1[C:2]([C:28]2[CH:33]=[CH:32][CH:31]=[CH:30][N:29]=2)=[N:11][C:10]2[C:5](=[CH:6][CH:7]=[CH:8][C:9]=2[C:12]2[NH:20][C:19]3[CH2:18][CH2:17][NH:16][C:15](=[O:21])[C:14]=3[CH:13]=2)[N:4]=1. The yield is 0.720. (4) The reactants are [Cl:1][C:2]1[CH:11]=[C:10]([C:12]#[N:13])[C:5]([C:6]([O:8][CH3:9])=[O:7])=[C:4]([NH:14][C:15]2[CH:20]=[CH:19][CH:18]=[C:17](SC)[CH:16]=2)[N:3]=1.Cl[C:24]1C=C(C=CC=1)C(OO)=O.[O-:34][S:35]([O-:38])(=S)=O.[Na+].[Na+]. The catalyst is CN(C=O)C. The product is [Cl:1][C:2]1[CH:11]=[C:10]([C:12]#[N:13])[C:5]([C:6]([O:8][CH3:9])=[O:7])=[C:4]([NH:14][C:15]2[CH:20]=[CH:19][CH:18]=[C:17]([S:35]([CH3:24])(=[O:38])=[O:34])[CH:16]=2)[N:3]=1. The yield is 0.500.